This data is from Catalyst prediction with 721,799 reactions and 888 catalyst types from USPTO. The task is: Predict which catalyst facilitates the given reaction. (1) Reactant: [CH2:1]([O:8][C:9]([N:11]1[CH2:17][C@H:16]2[C@H:13]([CH2:14][NH:15]2)[CH2:12]1)=[O:10])[C:2]1[CH:7]=[CH:6][CH:5]=[CH:4][CH:3]=1.C=O.[C:20](O[BH-](OC(=O)C)OC(=O)C)(=O)C.[Na+]. Product: [CH2:1]([O:8][C:9]([N:11]1[CH2:17][C@H:16]2[C@H:13]([CH2:14][N:15]2[CH3:20])[CH2:12]1)=[O:10])[C:2]1[CH:3]=[CH:4][CH:5]=[CH:6][CH:7]=1. The catalyst class is: 6. (2) Reactant: [H-].[Na+].[Cl-:3].[CH3:4][Si:5]([CH3:30])([CH3:29])[CH2:6][CH2:7][O:8][CH2:9][P+](C1C=CC=CC=1)(C1C=CC=CC=1)C1C=CC=CC=1.[CH2:31]([O:33][C:34]([C:36]1[C:40]([CH:41]=O)=[C:39]([C:43]2[CH:48]=[CH:47][C:46](Cl)=[CH:45][CH:44]=2)[N:38]([C:50]2[CH:55]=[CH:54][CH:53]=[CH:52][C:51]=2Cl)N=1)=[O:35])[CH3:32].[Cl-:57].[NH4+:58]. Product: [CH2:31]([O:33][C:34]([C:36]1[C:40]([CH:41]=[CH:9][O:8][CH2:7][CH2:6][Si:5]([CH3:30])([CH3:29])[CH3:4])=[C:39]([C:43]2[CH:48]=[CH:47][C:46]([Cl:3])=[CH:45][CH:44]=2)[N:38]([C:50]2[CH:55]=[CH:54][CH:53]=[CH:52][C:51]=2[Cl:57])[N:58]=1)=[O:35])[CH3:32]. The catalyst class is: 16. (3) Reactant: C([Li])CCC.Br[C:7]1[CH:12]=[CH:11][CH:10]=[CH:9][N:8]=1.[C:13]([C:15]1[CH:20]=[CH:19][C:18]([NH:21][C:22]2[C:30]([F:31])=[C:29]([F:32])[CH:28]=[CH:27][C:23]=2[C:24](O)=[O:25])=[C:17]([F:33])[CH:16]=1)#[CH:14]. Product: [C:13]([C:15]1[CH:20]=[CH:19][C:18]([NH:21][C:22]2[C:30]([F:31])=[C:29]([F:32])[CH:28]=[CH:27][C:23]=2[C:24]([C:7]2[CH:12]=[CH:11][CH:10]=[CH:9][N:8]=2)=[O:25])=[C:17]([F:33])[CH:16]=1)#[CH:14]. The catalyst class is: 7. (4) Reactant: [CH2:1]1[C:9]2[C:4](=[CH:5][C:6]([C:10]3([C:13]([OH:15])=O)[CH2:12][CH2:11]3)=[CH:7][CH:8]=2)[CH2:3][O:2]1.S(Cl)(Cl)=O.[CH3:20][O:21][C:22]1[N:27]=[CH:26][C:25]([C:28]2[C:33]([CH3:34])=[CH:32][CH:31]=[C:30]([NH2:35])[N:29]=2)=[CH:24][C:23]=1[CH3:36].CCN(CC)CC. Product: [CH2:1]1[C:9]2[C:4](=[CH:5][C:6]([C:10]3([C:13]([NH:35][C:30]4[N:29]=[C:28]([C:25]5[CH:26]=[N:27][C:22]([O:21][CH3:20])=[C:23]([CH3:36])[CH:24]=5)[C:33]([CH3:34])=[CH:32][CH:31]=4)=[O:15])[CH2:11][CH2:12]3)=[CH:7][CH:8]=2)[CH2:3][O:2]1. The catalyst class is: 139. (5) Product: [O:24]=[C:23]1[C:22]2[C:17](=[CH:18][CH:19]=[CH:20][CH:21]=2)[NH:16][CH:15]=[C:14]1[C:12]([NH:11][C:10]1[CH:9]=[C:8]2[C:4](=[CH:5][CH:6]=[N:7]2)[CH2:3][C:2]=1[C:25]1[CH:30]=[CH:29][CH:28]=[CH:27][CH:26]=1)=[O:13]. Reactant: Br[C:2]1[CH:3]=[C:4]2[C:8](=[CH:9][C:10]=1[NH:11][C:12]([C:14]1[C:23](=[O:24])[C:22]3[C:17](=[CH:18][CH:19]=[CH:20][CH:21]=3)[NH:16][CH:15]=1)=[O:13])[NH:7][CH:6]=[CH:5]2.[C:25]1(B(O)O)[CH:30]=[CH:29][CH:28]=[CH:27][CH:26]=1.C([O-])([O-])=O.[K+].[K+]. The catalyst class is: 151. (6) Reactant: [Cl:1][C:2]1[CH:7]=[CH:6][C:5]([C:8]2[CH:9]=[CH:10][C:11]([C:14]#[C:15][C:16]([OH:18])=O)=[N:12][CH:13]=2)=[CH:4][CH:3]=1.[Si]([O:26][CH:27]1[CH2:32][CH2:31][N:30]([CH2:33][C:34]2[CH:39]=[CH:38][C:37]([NH2:40])=[CH:36][CH:35]=2)[CH2:29][CH2:28]1)(C(C)(C)C)(C)C.[F-].C([N+](CCCC)(CCCC)CCCC)CCC.[SiH3]O[SiH3].ClCCl.CO.N. Product: [OH:26][CH:27]1[CH2:28][CH2:29][N:30]([CH2:33][C:34]2[CH:39]=[CH:38][C:37]([NH:40][C:16](=[O:18])[C:15]#[C:14][C:11]3[CH:10]=[CH:9][C:8]([C:5]4[CH:4]=[CH:3][C:2]([Cl:1])=[CH:7][CH:6]=4)=[CH:13][N:12]=3)=[CH:36][CH:35]=2)[CH2:31][CH2:32]1. The catalyst class is: 1. (7) Reactant: [CH3:1][O:2][C:3](=[O:13])[C:4]1[CH:9]=[C:8]([F:10])[CH:7]=[C:6]([CH2:11]Br)[CH:5]=1.[C-:14]#[N:15].[K+].C1OCCOCCOCCOCCOCCOC1. The catalyst class is: 10. Product: [CH3:1][O:2][C:3](=[O:13])[C:4]1[CH:9]=[C:8]([F:10])[CH:7]=[C:6]([CH2:11][C:14]#[N:15])[CH:5]=1.